This data is from Full USPTO retrosynthesis dataset with 1.9M reactions from patents (1976-2016). The task is: Predict the reactants needed to synthesize the given product. (1) Given the product [C:7]([O:27][CH2:21][CH2:22][O:23][CH2:24][CH2:25][OH:26])([C:15]1[CH:20]=[CH:19][CH:18]=[CH:17][CH:16]=1)([C:9]1[CH:14]=[CH:13][CH:12]=[CH:11][CH:10]=1)[C:1]1[CH:6]=[CH:5][CH:4]=[CH:3][CH:2]=1, predict the reactants needed to synthesize it. The reactants are: [C:1]1([C:7]([C:15]2[CH:20]=[CH:19][CH:18]=[CH:17][CH:16]=2)([C:9]2[CH:14]=[CH:13][CH:12]=[CH:11][CH:10]=2)Cl)[CH:6]=[CH:5][CH:4]=[CH:3][CH:2]=1.[CH2:21]([OH:27])[CH2:22][O:23][CH2:24][CH2:25][OH:26]. (2) Given the product [Br:1][C:2]1[CH:9]=[C:8]([O:10][CH:32]2[CH2:31][CH2:30][CH2:29][CH2:34][O:33]2)[CH:7]=[C:6]([OH:11])[C:3]=1[CH:4]=[O:5], predict the reactants needed to synthesize it. The reactants are: [Br:1][C:2]1[CH:9]=[C:8]([OH:10])[CH:7]=[C:6]([OH:11])[C:3]=1[CH:4]=[O:5].CC1C=CC(S([O-])(=O)=O)=CC=1.C1C=C[NH+]=CC=1.[CH2:29]1[CH2:34][O:33][CH:32]=[CH:31][CH2:30]1. (3) Given the product [CH2:1]([N:8]1[CH2:12][CH2:11][CH:10]([NH:13][C:14]2[N:19]=[C:18]([CH3:20])[C:17](/[CH:21]=[CH:22]/[C:23]([OH:25])=[O:24])=[CH:16][N:15]=2)[CH2:9]1)[C:2]1[CH:7]=[CH:6][CH:5]=[CH:4][CH:3]=1, predict the reactants needed to synthesize it. The reactants are: [CH2:1]([N:8]1[CH2:12][CH2:11][CH:10]([NH:13][C:14]2[N:19]=[C:18]([CH3:20])[C:17](/[CH:21]=[CH:22]/[C:23]([O:25]CC)=[O:24])=[CH:16][N:15]=2)[CH2:9]1)[C:2]1[CH:7]=[CH:6][CH:5]=[CH:4][CH:3]=1.[OH-].[Na+]. (4) The reactants are: [CH2:1]([C:8]1[CH:14]=[CH:13][C:11]([NH2:12])=[CH:10][CH:9]=1)[C:2]1[CH:7]=[CH:6][CH:5]=[CH:4][CH:3]=1.C(=O)(O)[O-].[Na+].Br[C:21]([CH3:26])([CH3:25])[C:22]([OH:24])=[O:23].Cl. Given the product [CH3:25][C:21]([C:22]([OH:24])=[O:23])([CH3:26])[NH:12][C:11]1[CH:10]=[CH:9][C:8]([CH2:1][C:2]2[CH:3]=[CH:4][CH:5]=[CH:6][CH:7]=2)=[CH:14][CH:13]=1, predict the reactants needed to synthesize it. (5) Given the product [CH3:1][O:3][C:4](=[O:14])[C:5]1[C:10]([O:16][CH3:15])=[CH:9][C:8]([O:19][CH3:18])=[N:7][C:6]=1[CH3:13], predict the reactants needed to synthesize it. The reactants are: [CH2:1]([O:3][C:4](=[O:14])[C:5]1[C:10](Cl)=[CH:9][C:8](Cl)=[N:7][C:6]=1[CH3:13])C.[CH3:15][O-:16].[Na+].[CH3:18][OH:19].